Dataset: Reaction yield outcomes from USPTO patents with 853,638 reactions. Task: Predict the reaction yield, written as a fraction of the theoretical maximum amount of product (1.0 means a 100% yield; for example, 0.34 means a 34% yield). (1) The reactants are O1CCCC1.C(CC[N:10]1[C:14]([N+:15]([O-:17])=[O:16])=[CH:13][N:12]=[C:11]1[S:18][C:19]1[CH:24]=[CH:23][C:22]([N+:25]([O-:27])=[O:26])=[CH:21][CH:20]=1)#N.Cl.O. The yield is 0.910. The product is [N+:15]([C:14]1[N:10]=[C:11]([S:18][C:19]2[CH:20]=[CH:21][C:22]([N+:25]([O-:27])=[O:26])=[CH:23][CH:24]=2)[NH:12][CH:13]=1)([O-:17])=[O:16]. The catalyst is C(OCC)(=O)C. (2) The reactants are C(N(CC)CC)C.[Cl:8][C:9]1[C:14]2[O:15][C:16]([C:18]([OH:20])=O)=[CH:17][C:13]=2[C:12](=[O:21])[NH:11][N:10]=1.[CH3:22][S:23]([N:26]1[CH2:31][CH2:30][NH:29][CH2:28][CH2:27]1)(=[O:25])=[O:24].O.N1(O)C2C=CC=CC=2N=N1.CN(C(ON1N=NC2C=CC=NC1=2)=[N+](C)C)C.F[P-](F)(F)(F)(F)F. The catalyst is CN1C(=O)CCC1. The product is [Cl:8][C:9]1[C:14]2[O:15][C:16]([C:18]([N:29]3[CH2:30][CH2:31][N:26]([S:23]([CH3:22])(=[O:25])=[O:24])[CH2:27][CH2:28]3)=[O:20])=[CH:17][C:13]=2[C:12](=[O:21])[NH:11][N:10]=1. The yield is 0.420. (3) The reactants are C[CH2:2][C:3]([CH3:20])=[CH:4][CH2:5][CH2:6][C:7]([CH3:19])=[CH:8][CH2:9][CH2:10][C:11]([CH3:18])=[CH:12][CH2:13][CH2:14][C:15]([OH:17])=[O:16].[CH3:18][C:11]([CH2:10][CH2:9][CH:8]=[C:7]([CH3:19])[CH2:6][CH2:5][CH:4]=[C:3]([CH3:20])[CH3:2])=[CH:12][CH2:13][CH2:14][C:15]([O:17]C)=[O:16].[OH:41][CH2:42][CH:43]([CH2:45]O)[OH:44].CO.C(OCC)(=O)C.CCCCCC. The catalyst is CN(C)C=O.C(=O)([O-])[O-].[K+].[K+]. The product is [CH3:18][C:11]([CH2:10][CH2:9][CH:8]=[C:7]([CH3:19])[CH2:6][CH2:5][CH:4]=[C:3]([CH3:2])[CH3:20])=[CH:12][CH2:13][CH2:14][C:15]([O:17][CH2:45][CH:43]([CH2:42][OH:41])[OH:44])=[O:16]. The yield is 0.490. (4) The reactants are [Br:1][C:2]1[CH:10]=[C:9]2[C:5]([CH2:6][C:7]3([CH2:27][CH2:26][CH:25]([O:28][CH3:29])[CH2:24][CH2:23]3)[C:8]2([NH:16]S(C(C)(C)C)=O)[C:11]([O:13][CH2:14][CH3:15])=[O:12])=[CH:4][CH:3]=1. The catalyst is C(Cl)Cl.Cl[Ti](Cl)(Cl)Cl. The product is [NH2:16][C:8]1([C:11]([O:13][CH2:14][CH3:15])=[O:12])[C:9]2[C:5](=[CH:4][CH:3]=[C:2]([Br:1])[CH:10]=2)[CH2:6][C:7]21[CH2:23][CH2:24][CH:25]([O:28][CH3:29])[CH2:26][CH2:27]2. The yield is 0.570.